This data is from Forward reaction prediction with 1.9M reactions from USPTO patents (1976-2016). The task is: Predict the product of the given reaction. Given the reactants [F:1][C:2]1[CH:3]=[C:4]([S:8](Cl)(=[O:10])=[O:9])[CH:5]=[CH:6][CH:7]=1.C(=O)(O)[O-].[Na+].S([O-])([O-])=O.[Na+].[Na+].[CH2:23](I)[CH3:24], predict the reaction product. The product is: [CH2:23]([S:8]([C:4]1[CH:5]=[CH:6][CH:7]=[C:2]([F:1])[CH:3]=1)(=[O:10])=[O:9])[CH3:24].